Task: Predict the reaction yield, written as a fraction of the theoretical maximum amount of product (1.0 means a 100% yield; for example, 0.34 means a 34% yield).. Dataset: Reaction yield outcomes from USPTO patents with 853,638 reactions The reactants are Br[C:2]1[CH:7]=[CH:6][C:5]([CH2:8][C:9]([NH:11][C:12]2[CH:17]=[CH:16][C:15]([CH2:18][C:19]([CH3:26])([CH3:25])[C:20]([O:22][CH2:23][CH3:24])=[O:21])=[C:14]([C:27]([F:30])([F:29])[F:28])[CH:13]=2)=[O:10])=[C:4]([F:31])[CH:3]=1.CC([O-])=O.[K+].[CH3:37][C:38]1([CH3:54])[C:42]([CH3:44])([CH3:43])[O:41][B:40]([B:40]2[O:41][C:42]([CH3:44])([CH3:43])[C:38]([CH3:54])([CH3:37])[O:39]2)[O:39]1. The catalyst is O1CCOCC1.C1C=CC(P(C2C=CC=CC=2)[C-]2C=CC=C2)=CC=1.C1C=CC(P(C2C=CC=CC=2)[C-]2C=CC=C2)=CC=1.Cl[Pd]Cl.[Fe+2]. The product is [F:31][C:4]1[CH:3]=[C:2]([B:40]2[O:41][C:42]([CH3:44])([CH3:43])[C:38]([CH3:54])([CH3:37])[O:39]2)[CH:7]=[CH:6][C:5]=1[CH2:8][C:9]([NH:11][C:12]1[CH:17]=[CH:16][C:15]([CH2:18][C:19]([CH3:26])([CH3:25])[C:20]([O:22][CH2:23][CH3:24])=[O:21])=[C:14]([C:27]([F:30])([F:29])[F:28])[CH:13]=1)=[O:10]. The yield is 0.770.